This data is from Full USPTO retrosynthesis dataset with 1.9M reactions from patents (1976-2016). The task is: Predict the reactants needed to synthesize the given product. (1) Given the product [CH3:32][CH:13]([CH3:12])[C:14]([O:16][CH:17]([O:21][C:22]([NH:11][CH2:10][C@H:2]1[CH2:3][CH2:4][C@H:5]([C:7]([OH:9])=[O:8])[CH2:6][CH2:1]1)=[O:23])[CH2:18][CH2:19][CH3:20])=[O:15], predict the reactants needed to synthesize it. The reactants are: [CH2:1]1[CH2:6][C@H:5]([C:7]([OH:9])=[O:8])[CH2:4][CH2:3][C@H:2]1[CH2:10][NH2:11].[CH3:12][CH:13]([CH3:32])[C:14]([O:16][CH:17]([O:21][C:22](ON1C(=O)CCC1=O)=[O:23])[CH2:18][CH2:19][CH3:20])=[O:15]. (2) Given the product [NH2:37][C:34]1[S:35][CH:36]=[C:32](/[C:12](=[N:11]/[O:10][C:7]([CH3:9])([CH3:8])[C:6]([OH:45])=[O:5])/[C:13]([NH:15][C@@H:16]2[C:19](=[O:20])[N:18]([S:21]([OH:24])(=[O:22])=[O:23])[C@@H:17]2[CH2:25][N:26]2[N:30]=[N:29][C:28]([CH3:31])=[N:27]2)=[O:14])[N:33]=1, predict the reactants needed to synthesize it. The reactants are: C([O:5][C:6](=[O:45])[C:7]([O:10]/[N:11]=[C:12](/[C:32]1[N:33]=[C:34]([NH:37]C(OC(C)(C)C)=O)[S:35][CH:36]=1)\[C:13]([NH:15][C@@H:16]1[C:19](=[O:20])[N:18]([S:21]([OH:24])(=[O:23])=[O:22])[C@@H:17]1[CH2:25][N:26]1[N:30]=[N:29][C:28]([CH3:31])=[N:27]1)=[O:14])([CH3:9])[CH3:8])(C)(C)C.C(O)(C(F)(F)F)=O. (3) Given the product [CH2:34]([N:30]([C:31]([NH2:33])=[S:32])[N:29]=[CH:18][C:17]1[CH:20]=[CH:21][C:14]([C:11]2[CH2:10][C:9]([C:4]3[CH:3]=[C:2]([Cl:1])[CH:7]=[C:6]([Cl:8])[CH:5]=3)([C:23]([F:26])([F:25])[F:24])[CH2:13][N:12]=2)=[CH:15][C:16]=1[CH3:22])[CH3:35], predict the reactants needed to synthesize it. The reactants are: [Cl:1][C:2]1[CH:3]=[C:4]([C:9]2([C:23]([F:26])([F:25])[F:24])[CH2:13][N:12]=[C:11]([C:14]3[CH:21]=[CH:20][C:17]([CH:18]=O)=[C:16]([CH3:22])[CH:15]=3)[CH2:10]2)[CH:5]=[C:6]([Cl:8])[CH:7]=1.C([NH:29][NH:30][C:31]([NH2:33])=[S:32])C.[CH2:34](O)[CH3:35]. (4) Given the product [CH:45]1([N:17]2[CH2:18][CH2:19][N:14]([C:10]3[CH:9]=[C:8]([CH2:7][N:6]4[C:2]([CH3:1])=[CH:3][C:4]([C:20]5[O:24][N:23]=[C:22]([C:25]6[CH:30]=[CH:29][C:28]([C:31]7([C:34]([F:35])([F:37])[F:36])[CH2:32][CH2:33]7)=[CH:27][CH:26]=6)[N:21]=5)=[N:5]4)[CH:13]=[CH:12][N:11]=3)[CH2:15][CH2:16]2)[CH2:47][CH2:46]1, predict the reactants needed to synthesize it. The reactants are: [CH3:1][C:2]1[N:6]([CH2:7][C:8]2[CH:13]=[CH:12][N:11]=[C:10]([N:14]3[CH2:19][CH2:18][NH:17][CH2:16][CH2:15]3)[CH:9]=2)[N:5]=[C:4]([C:20]2[O:24][N:23]=[C:22]([C:25]3[CH:30]=[CH:29][C:28]([C:31]4([C:34]([F:37])([F:36])[F:35])[CH2:33][CH2:32]4)=[CH:27][CH:26]=3)[N:21]=2)[CH:3]=1.C(O)(=O)C.C(O[C:45]1(O[Si](C)(C)C)[CH2:47][CH2:46]1)C.C([BH3-])#N.[Na+]. (5) Given the product [CH2:19]([N:15]1[CH2:16][C@@H:8]2[C@H:9]([NH:10][C:11](=[O:13])[C:12]3[C:3]([C:2]([F:1])([F:17])[F:18])=[CH:4][CH:5]=[CH:6][C:7]=32)[CH2:14]1)[C:21]1[CH:30]=[CH:29][CH:28]=[CH:27][CH:22]=1, predict the reactants needed to synthesize it. The reactants are: [F:1][C:2]([F:18])([F:17])[C:3]1[C:12]2[C:11](=[O:13])[NH:10][C@@H:9]3[CH2:14][NH:15][CH2:16][C@H:8]3[C:7]=2[CH:6]=[CH:5][CH:4]=1.[CH:19]([C:21]1[CH:30]=[CH:29][CH:28]=[C:27](C(F)(F)F)[C:22]=1C(OC)=O)=O.C(=O)C1C=CC=CC=1.C(O[BH-](OC(=O)C)OC(=O)C)(=O)C.[Na+].